Dataset: Reaction yield outcomes from USPTO patents with 853,638 reactions. Task: Predict the reaction yield, written as a fraction of the theoretical maximum amount of product (1.0 means a 100% yield; for example, 0.34 means a 34% yield). (1) The reactants are Cl[C:2]1[N:10]=[CH:9][N:8]=[C:7]2[C:3]=1[N:4]=[C:5]([C:18]1[CH:23]=[CH:22][CH:21]=[CH:20][C:19]=1[Cl:24])[N:6]2[C:11]1[CH:16]=[CH:15][C:14]([Cl:17])=[CH:13][CH:12]=1.FC(F)(F)C([O-])=O.[C:32]([C:35]1([C:41]2[CH:46]=[CH:45][CH:44]=[CH:43][CH:42]=2)[CH2:40][CH2:39][NH2+:38][CH2:37][CH2:36]1)(=[O:34])[NH2:33].C(N(CC)CC)C. The catalyst is C(O)C. The product is [Cl:24][C:19]1[CH:20]=[CH:21][CH:22]=[CH:23][C:18]=1[C:5]1[N:6]([C:11]2[CH:16]=[CH:15][C:14]([Cl:17])=[CH:13][CH:12]=2)[C:7]2[C:3]([N:4]=1)=[C:2]([N:38]1[CH2:37][CH2:36][C:35]([C:41]3[CH:42]=[CH:43][CH:44]=[CH:45][CH:46]=3)([C:32]([NH2:33])=[O:34])[CH2:40][CH2:39]1)[N:10]=[CH:9][N:8]=2. The yield is 0.630. (2) The reactants are [Br:1][C:2]1[C:3]([F:21])=[C:4]([N:8]2[CH:13]=[C:12]([O:14][CH3:15])[C:11](=[O:16])[C:10]([C:17]([O:19]C)=[O:18])=[N:9]2)[CH:5]=[CH:6][CH:7]=1.[OH-].[Na+].Cl. The catalyst is CO. The yield is 0.940. The product is [Br:1][C:2]1[C:3]([F:21])=[C:4]([N:8]2[CH:13]=[C:12]([O:14][CH3:15])[C:11](=[O:16])[C:10]([C:17]([OH:19])=[O:18])=[N:9]2)[CH:5]=[CH:6][CH:7]=1. (3) The yield is 0.200. The product is [CH3:17][O:16][C:3]1[CH:4]=[C:5]([C:8]([N:10]2[CH2:13][CH:12]([O:14][CH3:15])[CH2:11]2)=[O:9])[CH:6]=[CH:7][C:2]=1[NH:1][C:38]1[N:39]=[CH:40][C:35]2[CH:34]=[CH:33][N:32]=[C:31]([C:29]3[CH:28]=[N:27][N:26]([CH3:25])[CH:30]=3)[C:36]=2[N:37]=1. The catalyst is FC(F)(F)CO.CCOC(C)=O. The reactants are [NH2:1][C:2]1[CH:7]=[CH:6][C:5]([C:8]([N:10]2[CH2:13][CH:12]([O:14][CH3:15])[CH2:11]2)=[O:9])=[CH:4][C:3]=1[O:16][CH3:17].C(O)(C(F)(F)F)=O.[CH3:25][N:26]1[CH:30]=[C:29]([C:31]2[C:36]3[N:37]=[C:38](S(C)(=O)=O)[N:39]=[CH:40][C:35]=3[CH:34]=[CH:33][N:32]=2)[CH:28]=[N:27]1. (4) The reactants are [Cl:1][C:2]1[CH:9]=[C:6]([CH:7]=O)[C:5]([OH:10])=[CH:4][CH:3]=1.[F:11][C:12]([F:25])([F:24])[C:13]1[CH:14]=[C:15]([CH:17]=[C:18]([C:20]([F:23])([F:22])[F:21])[CH:19]=1)[NH2:16]. No catalyst specified. The product is [Cl:1][C:2]1[CH:3]=[CH:4][C:5]([OH:10])=[C:6]([CH:7]=[N:16][C:15]2[CH:17]=[C:18]([C:20]([F:21])([F:22])[F:23])[CH:19]=[C:13]([C:12]([F:11])([F:24])[F:25])[CH:14]=2)[CH:9]=1. The yield is 0.766. (5) The catalyst is C(O)C. The yield is 0.700. The reactants are [F:1][C:2]([F:27])([F:26])[C:3]1[CH:21]=[C:20]([C:22]([F:25])([F:24])[F:23])[CH:19]=[CH:18][C:4]=1[CH2:5][O:6][C:7]1[CH:14]=[CH:13][C:10]([CH:11]=O)=[CH:9][C:8]=1[N+:15]([O-:17])=[O:16].[CH3:28][NH:29][C:30]1[CH2:34][S:33][C:32](=[O:35])[N:31]=1.CC(C)([O-])C.[K+]. The product is [F:27][C:2]([F:1])([F:26])[C:3]1[CH:21]=[C:20]([C:22]([F:23])([F:24])[F:25])[CH:19]=[CH:18][C:4]=1[CH2:5][O:6][C:7]1[CH:14]=[CH:13][C:10](/[CH:11]=[C:34]2/[C:30]([NH:29][CH3:28])=[N:31][C:32](=[O:35])[S:33]/2)=[CH:9][C:8]=1[N+:15]([O-:17])=[O:16]. (6) The reactants are [Cl:1][C:2]1[CH:7]=[CH:6][C:5]([C:8]([NH2:11])([CH3:10])[CH3:9])=[CH:4][CH:3]=1.CN(C(ON1N=NC2C=CC=NC1=2)=[N+](C)C)C.F[P-](F)(F)(F)(F)F.CCN(C(C)C)C(C)C.[F:45][C:46]1[CH:51]=[CH:50][C:49]([C:52]2[O:53][C:54]3[CH:64]=[CH:63][C:62]([C:65]4[CH:66]=[C:67]([CH:71]=[CH:72][CH:73]=4)[C:68](O)=[O:69])=[CH:61][C:55]=3[C:56]=2[C:57](=[O:60])[NH:58][CH3:59])=[CH:48][CH:47]=1. The catalyst is CN(C=O)C.CCOC(C)=O. The product is [Cl:1][C:2]1[CH:3]=[CH:4][C:5]([C:8]([NH:11][C:68]([C:67]2[CH:66]=[C:65]([C:62]3[CH:63]=[CH:64][C:54]4[O:53][C:52]([C:49]5[CH:50]=[CH:51][C:46]([F:45])=[CH:47][CH:48]=5)=[C:56]([C:57]([NH:58][CH3:59])=[O:60])[C:55]=4[CH:61]=3)[CH:73]=[CH:72][CH:71]=2)=[O:69])([CH3:9])[CH3:10])=[CH:6][CH:7]=1. The yield is 0.570. (7) The reactants are [CH:1]([C:3]1[CH:4]=[C:5]([CH:9]=[CH:10][C:11]=1[OH:12])[C:6]([OH:8])=[O:7])=[O:2].O=S(Cl)Cl.[CH3:17]O. No catalyst specified. The product is [CH:1]([C:3]1[CH:4]=[C:5]([CH:9]=[CH:10][C:11]=1[OH:12])[C:6]([O:8][CH3:17])=[O:7])=[O:2]. The yield is 0.910.